From a dataset of Reaction yield outcomes from USPTO patents with 853,638 reactions. Predict the reaction yield, written as a fraction of the theoretical maximum amount of product (1.0 means a 100% yield; for example, 0.34 means a 34% yield). (1) The reactants are [CH3:1][C:2]([S:28]([CH3:31])(=[O:30])=[O:29])([CH2:13][CH2:14][C:15]1[CH:20]=[CH:19][C:18]([C:21]2[CH:26]=[CH:25][CH:24]=[CH:23][CH:22]=2)=[CH:17][C:16]=1[CH3:27])[C:3]([NH:5][O:6]C1CCCCO1)=[O:4].Cl.O1CCOCC1.CO. The catalyst is ClCCl. The product is [OH:6][NH:5][C:3](=[O:4])[C:2]([CH3:1])([S:28]([CH3:31])(=[O:29])=[O:30])[CH2:13][CH2:14][C:15]1[CH:20]=[CH:19][C:18]([C:21]2[CH:26]=[CH:25][CH:24]=[CH:23][CH:22]=2)=[CH:17][C:16]=1[CH3:27]. The yield is 0.0600. (2) The yield is 0.670. The reactants are [OH:1][C:2]1[CH:3]=[C:4]([CH:7]=[CH:8][CH:9]=1)[CH:5]=[O:6].I[CH:11]([CH3:13])[CH3:12].C(=O)([O-])[O-].[K+].[K+].O. The catalyst is C(O)(C)C. The product is [CH:11]([O:1][C:2]1[CH:3]=[C:4]([CH:7]=[CH:8][CH:9]=1)[CH:5]=[O:6])([CH3:13])[CH3:12]. (3) The product is [CH2:11]([N:18]1[CH2:23][CH2:22][N:21]([CH2:24][C:25]2[CH:30]=[CH:29][CH:28]=[CH:27][CH:26]=2)[CH2:20][C@@H:19]1[CH2:31][CH:32]=[O:33])[C:12]1[CH:13]=[CH:14][CH:15]=[CH:16][CH:17]=1. The reactants are C(Cl)(=O)C(Cl)=O.CS(C)=O.[CH2:11]([N:18]1[CH2:23][CH2:22][N:21]([CH2:24][C:25]2[CH:30]=[CH:29][CH:28]=[CH:27][CH:26]=2)[CH2:20][C@@H:19]1[CH2:31][CH2:32][OH:33])[C:12]1[CH:17]=[CH:16][CH:15]=[CH:14][CH:13]=1.C(N(CC)CC)C. The yield is 0.790. The catalyst is ClCCl.C(=O)(O)[O-].[Na+]. (4) The reactants are C=C[C:3]1[CH:8]=[CH:7][CH:7]=[CH:8][CH:3]=1.C=CC1C=CC(C=C)=CC=1.[CH2:25]1[O:23][CH:24]1C[O:23][CH2:24][C:25]1C=CC=CC=1.[F:31][C:32]1[CH:38]=[CH:37][C:35]([NH2:36])=[C:34]([N:39]2[CH2:44][CH2:43][O:42][CH2:41][CH2:40]2)[CH:33]=1.C1N=C[N:47](C(N2C=NC=C2)=O)C=1.CN1CCOCC1.[C:64]([O:67]C(=O)C)(=[O:66])C. The catalyst is CO.CN(C=O)C.C(Cl)Cl.N1C=CC=CC=1. The product is [F:31][C:32]1[CH:38]=[CH:37][C:35]([N:36]2[CH2:3][CH:8]([CH2:7][NH:47][C:24](=[O:23])[CH3:25])[O:67][C:64]2=[O:66])=[C:34]([N:39]2[CH2:44][CH2:43][O:42][CH2:41][CH2:40]2)[CH:33]=1. The yield is 0.360. (5) The reactants are [OH:1][CH2:2][C@@H:3]1[CH2:12][N:7]2[CH2:8][CH2:9][NH:10][CH2:11][C@@H:6]2[CH2:5][CH2:4]1.Cl[C:14]1[N:19]=[CH:18][C:17]([F:20])=[CH:16][N:15]=1.C(=O)([O-])[O-].[Na+].[Na+]. The catalyst is O. The product is [OH:1][CH2:2][C@@H:3]1[CH2:12][N:7]2[CH2:8][CH2:9][N:10]([C:14]3[N:19]=[CH:18][C:17]([F:20])=[CH:16][N:15]=3)[CH2:11][C@@H:6]2[CH2:5][CH2:4]1. The yield is 0.750. (6) The reactants are [C:1]1([N:7]2[C:12](=[O:13])[N:11]([CH2:14][CH2:15][CH2:16][CH3:17])[C:10](=[O:18])C(C#N)=[N:8]2)[CH:6]=[CH:5][CH:4]=[CH:3][CH:2]=1.Cl.[C:22]([OH:25])(=[O:24])[CH3:23]. No catalyst specified. The product is [C:1]1([N:7]2[C:12](=[O:13])[N:11]([CH2:14][CH2:15][CH2:16][CH3:17])[C:10](=[O:18])[C:23]([C:22]([OH:25])=[O:24])=[N:8]2)[CH:2]=[CH:3][CH:4]=[CH:5][CH:6]=1. The yield is 0.457. (7) The reactants are [F:1][C:2]1[CH:43]=[CH:42][CH:41]=[CH:40][C:3]=1[CH2:4][N:5]1[CH:9]=[C:8]([C:10]2[C:18]3[C:13](=[N:14][CH:15]=[C:16]([C:19]4[CH:20]=[C:21]([NH:25][S:26]([CH3:29])(=[O:28])=[O:27])[CH:22]=[CH:23][CH:24]=4)[CH:17]=3)[N:12](S(C3C=CC(C)=CC=3)(=O)=O)[CH:11]=2)[CH:7]=[N:6]1.[OH-].[Li+]. The catalyst is C1COCC1.O.CO.CCCCCC.C(OCC)(=O)C. The product is [F:1][C:2]1[CH:43]=[CH:42][CH:41]=[CH:40][C:3]=1[CH2:4][N:5]1[CH:9]=[C:8]([C:10]2[C:18]3[C:13](=[N:14][CH:15]=[C:16]([C:19]4[CH:20]=[C:21]([NH:25][S:26]([CH3:29])(=[O:27])=[O:28])[CH:22]=[CH:23][CH:24]=4)[CH:17]=3)[NH:12][CH:11]=2)[CH:7]=[N:6]1. The yield is 0.150.